Task: Predict which catalyst facilitates the given reaction.. Dataset: Catalyst prediction with 721,799 reactions and 888 catalyst types from USPTO (1) Reactant: CS(C)=[O:3].[C:5](Cl)(=[O:9])[C:6](Cl)=O.O[CH2:12][CH2:13][NH:14][C:15](=[O:27])[C:16]1[CH:21]=[C:20]([O:22][CH3:23])[C:19]([O:24][CH3:25])=[CH:18][C:17]=1[I:26].CCN([CH2:33][CH3:34])CC.C1C=CC(P(C2C=CC=CC=2)C2C=CC=CC=2)=CC=1. Product: [I:26][C:17]1[CH:18]=[C:19]([O:24][CH3:25])[C:20]([O:22][CH3:23])=[CH:21][C:16]=1[C:15]([NH:14][CH2:13]/[CH:12]=[CH:34]\[C:33]([O:9][CH2:5][CH3:6])=[O:3])=[O:27]. The catalyst class is: 2. (2) Reactant: Cl[C:2]1[C:7]([C:8]([NH:10][CH2:11][C:12]2[CH:17]=[CH:16][CH:15]=[C:14]([F:18])[CH:13]=2)=[O:9])=[C:6]([CH3:19])[CH:5]=[C:4]([N:20]2[CH2:25][CH2:24][O:23][CH2:22][CH2:21]2)[N:3]=1.[CH:26](/B(O)O)=[CH:27]\[CH3:28].CCO. Product: [F:18][C:14]1[CH:13]=[C:12]([CH:17]=[CH:16][CH:15]=1)[CH2:11][NH:10][C:8]([C:7]1[C:2](/[CH:26]=[CH:27]/[CH3:28])=[N:3][C:4]([N:20]2[CH2:25][CH2:24][O:23][CH2:22][CH2:21]2)=[CH:5][C:6]=1[CH3:19])=[O:9]. The catalyst class is: 109. (3) The catalyst class is: 252. Reactant: [C:1]([C:3]1[CH:4]=[C:5]([C:13]2[N:18]=[CH:17][C:16]([C:19]3[C:20]([CH2:33][CH3:34])=[C:21]([CH2:25][CH2:26][CH2:27][C:28]([O:30]CC)=[O:29])[CH:22]=[CH:23][CH:24]=3)=[CH:15][N:14]=2)[CH:6]=[CH:7][C:8]=1[CH2:9][CH:10]([CH3:12])[CH3:11])#[N:2].[OH-].[Na+]. Product: [C:1]([C:3]1[CH:4]=[C:5]([C:13]2[N:14]=[CH:15][C:16]([C:19]3[C:20]([CH2:33][CH3:34])=[C:21]([CH2:25][CH2:26][CH2:27][C:28]([OH:30])=[O:29])[CH:22]=[CH:23][CH:24]=3)=[CH:17][N:18]=2)[CH:6]=[CH:7][C:8]=1[CH2:9][CH:10]([CH3:12])[CH3:11])#[N:2]. (4) Reactant: [CH3:1][O:2][CH:3]1[CH2:8][CH2:7][CH:6]([OH:9])[CH2:5][CH2:4]1.[Cr](Cl)([O-])(=O)=O.[NH+]1C=CC=CC=1.[O-2].[Al+3].[O-2].[O-2].[Al+3]. Product: [CH3:1][O:2][CH:3]1[CH2:8][CH2:7][C:6](=[O:9])[CH2:5][CH2:4]1. The catalyst class is: 4. (5) Reactant: [OH:1][C:2]1[CH:3]=[C:4]([CH:8]=[C:9]([N:11]([CH2:16][CH2:17][N:18]2[CH2:23][CH2:22][O:21][CH2:20][CH2:19]2)[S:12]([CH3:15])(=[O:14])=[O:13])[CH:10]=1)[C:5]([OH:7])=[O:6].[C:24](Cl)(=[O:26])[CH3:25]. Product: [C:24]([O:1][C:2]1[CH:3]=[C:4]([CH:8]=[C:9]([N:11]([CH2:16][CH2:17][N:18]2[CH2:19][CH2:20][O:21][CH2:22][CH2:23]2)[S:12]([CH3:15])(=[O:14])=[O:13])[CH:10]=1)[C:5]([OH:7])=[O:6])(=[O:26])[CH3:25]. The catalyst class is: 64. (6) Reactant: [N:1]([C:4]1[CH:9]=[C:8]([C:10]([O:12]C)=[O:11])[CH:7]=[C:6]([CH3:14])[C:5]=1[C:15]([O:17]C)=O)=[C:2]=[S:3].[CH3:19][O:20][C:21]1[C:26]([O:27][CH3:28])=[CH:25][N:24]=[C:23]([NH2:29])[N:22]=1.[OH-].[Na+].Cl. Product: [CH3:19][O:20][C:21]1[C:26]([O:27][CH3:28])=[CH:25][N:24]=[C:23]([N:29]2[C:15](=[O:17])[C:5]3[C:4](=[CH:9][C:8]([C:10]([OH:12])=[O:11])=[CH:7][C:6]=3[CH3:14])[NH:1][C:2]2=[S:3])[N:22]=1. The catalyst class is: 3. (7) Reactant: [CH3:1][N:2]([CH3:15])[S:3]([C:6]1[CH:7]=[C:8]([CH:12]=[CH:13][CH:14]=1)[C:9](Cl)=[O:10])(=[O:5])=[O:4].[F:16][C:17]1[CH:18]=[C:19]([C:24](=[O:35])[CH:25]=[C:26]2[NH:30][C:29]3[CH:31]=[CH:32][CH:33]=[CH:34][C:28]=3[NH:27]2)[CH:20]=[C:21]([F:23])[CH:22]=1.C(N(CC)CC)C.COCCOCCOC. Product: [F:16][C:17]1[CH:18]=[C:19]([C:24](=[O:35])[C:25](=[C:26]2[NH:27][C:28]3[CH:34]=[CH:33][CH:32]=[CH:31][C:29]=3[NH:30]2)[C:9]([C:8]2[CH:7]=[C:6]([S:3]([N:2]([CH3:15])[CH3:1])(=[O:5])=[O:4])[CH:14]=[CH:13][CH:12]=2)=[O:10])[CH:20]=[C:21]([F:23])[CH:22]=1. The catalyst class is: 6.